This data is from Full USPTO retrosynthesis dataset with 1.9M reactions from patents (1976-2016). The task is: Predict the reactants needed to synthesize the given product. The reactants are: OO.[Ce:3].[NH2:4][C@H:5]([C:9]([OH:11])=[O:10])[CH:6]([CH3:8])[CH3:7].[N+]([O-])(O)=O. Given the product [NH2:4][C@H:5]([C:9]([OH:11])=[O:10])[CH:6]([CH3:8])[CH3:7].[Ce:3], predict the reactants needed to synthesize it.